Binary Classification. Given a drug SMILES string, predict its activity (active/inactive) in a high-throughput screening assay against a specified biological target. From a dataset of HIV replication inhibition screening data with 41,000+ compounds from the AIDS Antiviral Screen. (1) The molecule is c1ccc(C2(c3cc4ccccc4[nH]3)OCCO2)nc1. The result is 0 (inactive). (2) The molecule is CCOC(=O)N1C(=S)C(C(=O)OC)(C(=O)OC)N=C1C. The result is 0 (inactive). (3) The result is 0 (inactive). The molecule is N#CC(C#N)=Cc1ccc(Oc2ccccc2)cc1. (4) The molecule is COc1ccc(C(=O)CC2=Nc3nnc(CCCCCCCc4nnc5n4C(=O)C(CC(=O)c4ccc(OC)cc4)=N5)n3C2=O)cc1. The result is 0 (inactive). (5) The compound is COc1cc(CCNC(C)=O)cc(OC)c1OC. The result is 0 (inactive). (6) The molecule is Cc1ccc(C2(O)CSC(=NC34CC5CC(CC(C5)C3)C4)N2C(P(=O)(O)O)P(=O)(O)O)cc1. The result is 0 (inactive). (7) The molecule is COc1ccc2c(c[n+](C)c3c4cc5c(cc4ccc23)OCO5)c1OC.[Cl-]. The result is 0 (inactive).